From a dataset of Tox21: 12 toxicity assays (nuclear receptors and stress response pathways). Binary classification across 12 toxicity assays. (1) The compound is OC12N=C(c3ccccc3)SC1Cc1cc(Cl)ccc12. It tested positive (active) for: NR-AhR (Aryl hydrocarbon Receptor agonist activity), NR-ER (Estrogen Receptor agonist activity), SR-ARE (Antioxidant Response Element (oxidative stress)), and SR-MMP (Mitochondrial Membrane Potential disruption). (2) The compound is C1CN(SSN2CCOCC2)CCO1. It tested positive (active) for: SR-HSE (Heat Shock Element response). (3) The drug is COc1cc([C@H]2Oc3cc([C@H]4Oc5cc(O)cc(O)c5C(=O)[C@@H]4O)ccc3O[C@@H]2CO)ccc1O. It tested positive (active) for: NR-AhR (Aryl hydrocarbon Receptor agonist activity), and SR-HSE (Heat Shock Element response). (4) The compound is CC(=O)O[C@]1(C(C)=O)CC[C@H]2[C@@H]3C=C(Cl)C4=CC(=O)CC[C@]4(C)[C@H]3CC[C@@]21C. It tested positive (active) for: NR-AR (Androgen Receptor agonist activity), NR-AR-LBD (Androgen Receptor Ligand Binding Domain agonist), SR-ARE (Antioxidant Response Element (oxidative stress)), and SR-p53 (p53 tumor suppressor activation). (5) The drug is CC1(C)O[C@@H]2C[C@H]3[C@@H]4CCC5=CC(=O)C=C[C@]5(C)[C@@]4(F)[C@@H](O)C[C@]3(C)[C@]2(C(=O)CO)O1. It tested positive (active) for: NR-AR (Androgen Receptor agonist activity), NR-ER (Estrogen Receptor agonist activity), and NR-ER-LBD (Estrogen Receptor Ligand Binding Domain agonist). (6) It tested positive (active) for: NR-AhR (Aryl hydrocarbon Receptor agonist activity), NR-ER-LBD (Estrogen Receptor Ligand Binding Domain agonist), SR-ARE (Antioxidant Response Element (oxidative stress)), and SR-ATAD5 (ATAD5 genotoxicity (DNA damage)). The drug is Cc1cc(-c2ccc(N)c(C)c2)ccc1N. (7) The drug is CCOC(=O)c1ccc(OC(=O)CCCCCNC(=N)N)cc1. It tested positive (active) for: NR-ER (Estrogen Receptor agonist activity). (8) The molecule is O=c1oc(=O)c2cc3c(=O)oc(=O)c3cc12. It tested positive (active) for: SR-ARE (Antioxidant Response Element (oxidative stress)).